Predict the product of the given reaction. From a dataset of Forward reaction prediction with 1.9M reactions from USPTO patents (1976-2016). (1) Given the reactants [O:1]1[C:5]2[CH:6]=[CH:7][C:8]([C:10]3[CH:11]=[C:12]4[C:17](=[CH:18][CH:19]=3)[NH:16][C:15](=O)[CH:14]=[C:13]4[C:21](O)=[O:22])=[CH:9][C:4]=2[O:3][CH2:2]1.[Cl-:24].C(N(C(C)C)CC)(C)C.[N:34]1([CH2:39][C@@H:40]2[CH2:44][CH2:43][CH2:42][NH:41]2)[CH2:38][CH2:37][CH2:36][CH2:35]1, predict the reaction product. The product is: [O:1]1[C:5]2[CH:6]=[CH:7][C:8]([C:10]3[CH:11]=[C:12]4[C:17](=[CH:18][CH:19]=3)[N:16]=[C:15]([Cl:24])[CH:14]=[C:13]4[C:21]([N:41]3[CH2:42][CH2:43][CH2:44][CH:40]3[CH2:39][N:34]3[CH2:38][CH2:37][CH2:36][CH2:35]3)=[O:22])=[CH:9][C:4]=2[O:3][CH2:2]1. (2) The product is: [CH3:1][O:2][C:3]1[CH:8]=[C:7]2[C:6](=[CH:5][CH:4]=1)[NH:9][C:16]([CH3:18])([CH3:17])[CH:15]=[C:13]2[CH3:14]. Given the reactants [CH3:1][O:2][C:3]1[CH:8]=[CH:7][C:6]([NH2:9])=[CH:5][CH:4]=1.II.O=[C:13]([CH:15]=[C:16]([CH3:18])[CH3:17])[CH3:14], predict the reaction product. (3) Given the reactants [C:1]([O:5][C:6](=[O:17])[NH:7][CH2:8][C:9]1[CH:14]=[CH:13][C:12]([NH2:15])=[C:11]([I:16])[CH:10]=1)([CH3:4])([CH3:3])[CH3:2].[C:18]([O:24][CH2:25][C:26]1[CH:31]=[CH:30][CH:29]=[CH:28][CH:27]=1)(=[O:23])[CH2:19][C:20]([CH3:22])=O, predict the reaction product. The product is: [CH2:25]([O:24][C:18](=[O:23])/[CH:19]=[C:20](/[NH:15][C:12]1[CH:13]=[CH:14][C:9]([CH2:8][NH:7][C:6]([O:5][C:1]([CH3:4])([CH3:2])[CH3:3])=[O:17])=[CH:10][C:11]=1[I:16])\[CH3:22])[C:26]1[CH:31]=[CH:30][CH:29]=[CH:28][CH:27]=1.